From a dataset of Reaction yield outcomes from USPTO patents with 853,638 reactions. Predict the reaction yield, written as a fraction of the theoretical maximum amount of product (1.0 means a 100% yield; for example, 0.34 means a 34% yield). (1) The reactants are [Cl-].O[NH3+:3].[C:4](=[O:7])([O-])[OH:5].[Na+].CS(C)=O.[CH2:13]([C:17]1[N:18]=[C:19]([CH3:48])[N:20]([CH2:39][C:40]2[CH:45]=[CH:44][CH:43]=[C:42]([F:46])[C:41]=2[F:47])[C:21](=[O:38])[C:22]=1[CH2:23][C:24]1[CH:29]=[CH:28][C:27]([C:30]2[C:31]([C:36]#[N:37])=[CH:32][CH:33]=[CH:34][CH:35]=2)=[CH:26][CH:25]=1)[CH2:14][CH2:15][CH3:16]. The catalyst is C(OCC)(=O)C. The product is [CH2:13]([C:17]1[N:18]=[C:19]([CH3:48])[N:20]([CH2:39][C:40]2[CH:45]=[CH:44][CH:43]=[C:42]([F:46])[C:41]=2[F:47])[C:21](=[O:38])[C:22]=1[CH2:23][C:24]1[CH:25]=[CH:26][C:27]([C:30]2[CH:35]=[CH:34][CH:33]=[CH:32][C:31]=2[C:36]2[NH:3][C:4](=[O:7])[O:5][N:37]=2)=[CH:28][CH:29]=1)[CH2:14][CH2:15][CH3:16]. The yield is 0.840. (2) The reactants are [H-].[H-].[H-].[H-].[Li+].[Al+3].C(OC(C1NC2C(C=1)=C([N+]([O-])=O)C=CC=2)=O)C.C(O[C:27]([C:29]1[NH:30][C:31]2[C:36]([CH:37]=1)=[CH:35][CH:34]=[C:33]([N+:38]([O-])=O)[CH:32]=2)=O)C.[OH-].[Na+]. The catalyst is C1COCC1.O. The product is [CH3:27][C:29]1[NH:30][C:31]2[C:36]([CH:37]=1)=[CH:35][CH:34]=[C:33]([NH2:38])[CH:32]=2. The yield is 0.0800. (3) The reactants are [OH:1][CH2:2][C@H:3]1[CH2:7][CH2:6][C:5](=[O:8])[N:4]1[C:9]1[CH:14]=[CH:13][C:12](/[CH:15]=[CH:16]/[S:17]([N:20]2[CH2:40][CH2:39][C:23]3([N:27]=[C:26]([C:28]4[CH:33]=[CH:32][CH:31]=[C:30]([C:34]([F:37])([F:36])[F:35])[CH:29]=4)[NH:25][C:24]3=[O:38])[CH2:22][CH2:21]2)(=[O:19])=[O:18])=[C:11]([CH3:41])[CH:10]=1.[H][H]. The catalyst is CCO.CN(C=O)C.[Pd]. The product is [OH:1][CH2:2][C@H:3]1[CH2:7][CH2:6][C:5](=[O:8])[N:4]1[C:9]1[CH:14]=[CH:13][C:12]([CH2:15][CH2:16][S:17]([N:20]2[CH2:21][CH2:22][C:23]3([N:27]=[C:26]([C:28]4[CH:33]=[CH:32][CH:31]=[C:30]([C:34]([F:36])([F:35])[F:37])[CH:29]=4)[NH:25][C:24]3=[O:38])[CH2:39][CH2:40]2)(=[O:19])=[O:18])=[C:11]([CH3:41])[CH:10]=1. The yield is 0.450. (4) The reactants are NC1C=CC(OC2C=CN=C3C=C(C(NN(C)C)=O)SC=23)=C(F)C=1.[F:25][C:26]1[CH:48]=[C:47]([N+:49]([O-])=O)[CH:46]=[CH:45][C:27]=1[O:28][C:29]1[CH:34]=[CH:33][N:32]=[C:31]2[CH:35]=[C:36]([C:38]([N:40]([CH3:44])[N:41]([CH3:43])[CH3:42])=[O:39])[S:37][C:30]=12. No catalyst specified. The product is [NH2:49][C:47]1[CH:46]=[CH:45][C:27]([O:28][C:29]2[CH:34]=[CH:33][N:32]=[C:31]3[CH:35]=[C:36]([C:38]([N:40]([CH3:44])[N:41]([CH3:42])[CH3:43])=[O:39])[S:37][C:30]=23)=[C:26]([F:25])[CH:48]=1. The yield is 0.330. (5) The reactants are [F:1][C:2]1[C:3]([NH:17][CH2:18][OH:19])=[N:4][C:5]([O:8][CH2:9][C:10]2[CH:15]=[CH:14][C:13]([F:16])=[CH:12][CH:11]=2)=[N:6][CH:7]=1.[C:20]1([CH3:30])[CH:25]=[CH:24][C:23](S(O)(=O)=O)=[CH:22][CH:21]=1. The catalyst is C(O)C1C=CC=CC=1. The product is [CH2:30]([O:19][CH2:18][NH:17][C:3]1[C:2]([F:1])=[CH:7][N:6]=[C:5]([O:8][CH2:9][C:10]2[CH:11]=[CH:12][C:13]([F:16])=[CH:14][CH:15]=2)[N:4]=1)[C:20]1[CH:25]=[CH:24][CH:23]=[CH:22][CH:21]=1. The yield is 0.700. (6) The reactants are [Br:1][C:2]1[CH:7]=[CH:6][C:5]([C@@H:8]([NH:10][C:11]([C:13]2[CH:14]=[C:15]3[C:19](=[CH:20][CH:21]=2)[N:18]([CH2:22][C:23]2[CH:28]=[CH:27][C:26]([C:29]4[C:30]([C:35]([O:37]C(C)(C)C)=[O:36])=[CH:31][CH:32]=[CH:33][CH:34]=4)=[CH:25][CH:24]=2)[N:17]=[C:16]3[CH3:42])=[O:12])[CH3:9])=[CH:4][CH:3]=1. The catalyst is C(O)(C(F)(F)F)=O.C(Cl)Cl. The product is [Br:1][C:2]1[CH:7]=[CH:6][C:5]([C@@H:8]([NH:10][C:11]([C:13]2[CH:14]=[C:15]3[C:19](=[CH:20][CH:21]=2)[N:18]([CH2:22][C:23]2[CH:28]=[CH:27][C:26]([C:29]4[C:30]([C:35]([OH:37])=[O:36])=[CH:31][CH:32]=[CH:33][CH:34]=4)=[CH:25][CH:24]=2)[N:17]=[C:16]3[CH3:42])=[O:12])[CH3:9])=[CH:4][CH:3]=1. The yield is 0.230. (7) The reactants are I[C:2]1[C:6]([C:7]2[CH:12]=[CH:11][N:10]=[C:9]([NH:13][CH2:14][C@@H:15]([OH:17])[CH3:16])[N:8]=2)=[CH:5][N:4]([CH:18]([CH3:20])[CH3:19])[N:3]=1.[NH:21]1[C:25]2=[N:26][CH:27]=[C:28](B(O)O)[CH:29]=[C:24]2[CH:23]=[CH:22]1.C([O-])([O-])=O.[Na+].[Na+]. The catalyst is C1(C)C=CC=CC=1.CCO.C1C=CC([P]([Pd]([P](C2C=CC=CC=2)(C2C=CC=CC=2)C2C=CC=CC=2)([P](C2C=CC=CC=2)(C2C=CC=CC=2)C2C=CC=CC=2)[P](C2C=CC=CC=2)(C2C=CC=CC=2)C2C=CC=CC=2)(C2C=CC=CC=2)C2C=CC=CC=2)=CC=1. The product is [CH:18]([N:4]1[CH:5]=[C:6]([C:7]2[CH:12]=[CH:11][N:10]=[C:9]([NH:13][CH2:14][C@@H:15]([OH:17])[CH3:16])[N:8]=2)[C:2]([C:28]2[CH:29]=[C:24]3[CH:23]=[CH:22][NH:21][C:25]3=[N:26][CH:27]=2)=[N:3]1)([CH3:20])[CH3:19]. The yield is 0.662.